Dataset: Full USPTO retrosynthesis dataset with 1.9M reactions from patents (1976-2016). Task: Predict the reactants needed to synthesize the given product. (1) Given the product [C:1]([O:5][C:6](=[O:18])[NH:7][C:8]1[CH:13]=[CH:12][C:11]([C:38]2[CH:43]=[CH:42][CH:41]=[CH:40][C:39]=2[O:44][CH3:45])=[CH:10][C:9]=1[N+:15]([O-:17])=[O:16])([CH3:4])([CH3:3])[CH3:2], predict the reactants needed to synthesize it. The reactants are: [C:1]([O:5][C:6](=[O:18])[NH:7][C:8]1[CH:13]=[CH:12][C:11](I)=[CH:10][C:9]=1[N+:15]([O-:17])=[O:16])([CH3:4])([CH3:3])[CH3:2].B1(B2OC(C)(C)C(C)(C)O2)OC(C)(C)C(C)(C)O1.I[C:38]1[CH:43]=[CH:42][CH:41]=[CH:40][C:39]=1[O:44][CH3:45]. (2) The reactants are: [OH:1][C@H:2]1[C@@H:5]([C:6]2[CH:11]=[CH:10][CH:9]=[CH:8][CH:7]=2)[NH:4][C:3]1=[O:12].[CH:13]([O:15][CH2:16][CH3:17])=[CH2:14].CS(O)(=O)=O. Given the product [CH2:13]([O:15][CH:16]([O:1][C@H:2]1[C@@H:5]([C:6]2[CH:11]=[CH:10][CH:9]=[CH:8][CH:7]=2)[NH:4][C:3]1=[O:12])[CH3:17])[CH3:14], predict the reactants needed to synthesize it.